Dataset: Forward reaction prediction with 1.9M reactions from USPTO patents (1976-2016). Task: Predict the product of the given reaction. (1) Given the reactants [CH3:1][C:2]1[C:3](=[O:17])[N:4]([C:9]([C:11]2[CH:16]=[CH:15][CH:14]=[CH:13][CH:12]=2)=[O:10])[C:5](=[O:8])[NH:6][N:7]=1.C(=O)([O-])[O-].[K+].[K+].Br[CH2:25][CH2:26][CH:27]([O:30][CH3:31])[O:28][CH3:29], predict the reaction product. The product is: [CH3:29][O:28][CH:27]([O:30][CH3:31])[CH2:26][CH2:25][N:6]1[C:5](=[O:8])[N:4]([C:9]([C:11]2[CH:12]=[CH:13][CH:14]=[CH:15][CH:16]=2)=[O:10])[C:3](=[O:17])[C:2]([CH3:1])=[N:7]1. (2) Given the reactants [CH:1]([C:4]1[CH:9]=[CH:8][CH:7]=[C:6]([OH:10])[C:5]=1C)([CH3:3])[CH3:2].[C:12]([OH:16])(=[O:15])[CH2:13]C.[C:17]([OH:29])(=[O:28])[CH2:18][C:19]([CH2:24][C:25]([OH:27])=[O:26])([C:21]([OH:23])=[O:22])[OH:20], predict the reaction product. The product is: [C:12]([CH2:13][C:8]1[CH:9]=[C:4]([CH:1]([CH3:2])[CH3:3])[C:5]([O:22][C:21]([C:19]([OH:20])([CH2:18][C:17]([OH:29])=[O:28])[CH2:24][C:25]([OH:27])=[O:26])=[O:23])=[C:6]([OH:10])[CH:7]=1)([OH:16])=[O:15]. (3) Given the reactants Cl.C[O:3][C:4]([CH:6]1[CH2:13][CH:12]2[NH:14][CH:8]([CH2:9][CH2:10][CH2:11]2)[CH2:7]1)=[O:5].C(N(CC)CC)C.[CH3:22][C@@H:23]1[CH2:28][CH2:27][C@H:26]([NH:29][C:30]2[C:31]([C:42]([F:45])([F:44])[F:43])=[C:32]3[C:37](=[CH:38][CH:39]=2)[CH:36]=[C:35]([CH:40]=O)[CH:34]=[CH:33]3)[CH2:25][CH2:24]1.C(O[BH-](OC(=O)C)OC(=O)C)(=O)C.[Na+].C(O)(=O)C.[OH-].[Na+].O.Cl, predict the reaction product. The product is: [CH3:22][C@@H:23]1[CH2:24][CH2:25][C@H:26]([NH:29][C:30]2[C:31]([C:42]([F:43])([F:44])[F:45])=[C:32]3[C:37](=[CH:38][CH:39]=2)[CH:36]=[C:35]([CH2:40][N:14]2[CH:12]4[CH2:11][CH2:10][CH2:9][CH:8]2[CH2:7][CH:6]([C:4]([OH:3])=[O:5])[CH2:13]4)[CH:34]=[CH:33]3)[CH2:27][CH2:28]1. (4) Given the reactants C([NH:4][C:5]1[CH:6]=[C:7]2[C:11](=[CH:12][CH:13]=1)[C:10]1([C:17](=[O:18])[N:16]([CH2:19][C:20]([N:22]([CH2:28][C:29]3[CH:34]=[CH:33][CH:32]=[CH:31][CH:30]=3)[C@H:23]([CH:25]3[CH2:27][CH2:26]3)[CH3:24])=[O:21])[C:15](=[O:35])[NH:14]1)[CH2:9][CH2:8]2)(=O)C.Cl.O, predict the reaction product. The product is: [NH2:4][C:5]1[CH:6]=[C:7]2[C:11](=[CH:12][CH:13]=1)[C:10]1([C:17](=[O:18])[N:16]([CH2:19][C:20]([N:22]([CH2:28][C:29]3[CH:34]=[CH:33][CH:32]=[CH:31][CH:30]=3)[C@H:23]([CH:25]3[CH2:26][CH2:27]3)[CH3:24])=[O:21])[C:15](=[O:35])[NH:14]1)[CH2:9][CH2:8]2. (5) Given the reactants [CH:1]([NH:4][CH:5]([CH3:7])[CH3:6])([CH3:3])[CH3:2].[Li:8]CCCC.[Li+].CC([N-]C(C)C)C.C[O:22][C:23]([C@@:25]12[C:31]([CH3:33])([CH3:32])[C@@H:28]([CH2:29][CH2:30]1)[CH2:27][C:26]2=[O:34])=O.[H-].[H-].[H-].[H-].[Li+].[Al+3].Cl, predict the reaction product. The product is: [Li+:8].[CH3:2][CH:1]([N-:4][CH:5]([CH3:7])[CH3:6])[CH3:3].[OH:22][CH2:23][C@@:25]12[C:31]([CH3:32])([CH3:33])[C@@H:28]([CH2:29][CH2:30]1)[CH2:27][C:26]2=[O:34]. (6) The product is: [OH:15][C:4]1[C:5]([CH3:13])=[C:6]([CH:10]=[CH:11][CH:12]=1)[C:7]([OH:9])=[O:8]. Given the reactants [N+]([C:4]1[C:5]([CH3:13])=[C:6]([CH:10]=[CH:11][CH:12]=1)[C:7]([OH:9])=[O:8])([O-])=O.N([O-])=[O:15].[Na+], predict the reaction product. (7) Given the reactants [F:1][C:2]([F:7])([F:6])[C:3]([OH:5])=[O:4].[C:8]1([CH:14]([C:62]2[CH:67]=[CH:66][CH:65]=[CH:64][CH:63]=2)[CH2:15][NH:16][C:17]2[N:25]=[C:24]([C:26](=[O:46])[NH:27][CH2:28][CH2:29][NH:30][C:31]([NH:33][CH:34]3[CH2:39][CH2:38][N:37]([C:40]4[CH:45]=[CH:44][CH:43]=[CH:42][N:41]=4)[CH2:36][CH2:35]3)=[O:32])[N:23]=[C:22]3[C:18]=2[N:19]=[CH:20][N:21]3[C@@H:47]2[CH2:51][C@H:50]([NH:52][C:53]([CH2:55][O:56]C(=O)C)=[O:54])[C@@H:49]([OH:60])[C@H:48]2[OH:61])[CH:13]=[CH:12][CH:11]=[CH:10][CH:9]=1.C(=O)([O-])[O-].[K+].[K+], predict the reaction product. The product is: [F:1][C:2]([F:7])([F:6])[C:3]([OH:5])=[O:4].[N:37]1([C:40]2[CH:45]=[CH:44][CH:43]=[CH:42][N:41]=2)[CH2:38][CH2:39][CH:34]([NH:33][C:31](=[O:32])[NH:30][CH2:29][CH2:28][NH:27][C:26]([C:24]2[N:23]=[C:22]3[C:18]([N:19]=[CH:20][N:21]3[C@@H:47]3[CH2:51][C@H:50]([NH:52][C:53](=[O:54])[CH2:55][OH:56])[C@@H:49]([OH:60])[C@H:48]3[OH:61])=[C:17]([NH:16][CH2:15][CH:14]([C:62]3[CH:63]=[CH:64][CH:65]=[CH:66][CH:67]=3)[C:8]3[CH:9]=[CH:10][CH:11]=[CH:12][CH:13]=3)[N:25]=2)=[O:46])[CH2:35][CH2:36]1.